Dataset: Catalyst prediction with 721,799 reactions and 888 catalyst types from USPTO. Task: Predict which catalyst facilitates the given reaction. Reactant: [Cl:1][C:2]1[CH:3]=[C:4]([CH:14]=[CH:15][CH:16]=1)[O:5][C:6]1[CH:7]=[C:8]([CH:11]=[CH:12][CH:13]=1)[CH:9]=O.[S:17]1[CH2:21][C:20](=[O:22])[NH:19][C:18]1=[O:23].C([O-])(=O)C.[Na+]. Product: [Cl:1][C:2]1[CH:3]=[C:4]([CH:14]=[CH:15][CH:16]=1)[O:5][C:6]1[CH:7]=[C:8]([CH:11]=[CH:12][CH:13]=1)[CH:9]=[C:21]1[S:17][C:18](=[O:23])[NH:19][C:20]1=[O:22]. The catalyst class is: 6.